Dataset: Catalyst prediction with 721,799 reactions and 888 catalyst types from USPTO. Task: Predict which catalyst facilitates the given reaction. (1) The catalyst class is: 19. Reactant: [CH3:1][C:2]([CH3:37])([O:14][C:15]1[CH:20]=[CH:19][C:18]([C:21]#[C:22][CH2:23][NH:24][C@@H:25]([C:27]2[C:36]3[C:31](=[CH:32][CH:33]=[CH:34][CH:35]=3)[CH:30]=[CH:29][CH:28]=2)[CH3:26])=[CH:17][CH:16]=1)[C:3]([NH:5][CH2:6][C:7]([O:9][C:10]([CH3:13])([CH3:12])[CH3:11])=[O:8])=[O:4].[H][H]. Product: [CH3:37][C:2]([CH3:1])([O:14][C:15]1[CH:16]=[CH:17][C:18]([CH2:21][CH2:22][CH2:23][NH:24][C@@H:25]([C:27]2[C:36]3[C:31](=[CH:32][CH:33]=[CH:34][CH:35]=3)[CH:30]=[CH:29][CH:28]=2)[CH3:26])=[CH:19][CH:20]=1)[C:3]([NH:5][CH2:6][C:7]([O:9][C:10]([CH3:11])([CH3:12])[CH3:13])=[O:8])=[O:4]. (2) Reactant: [Cl:1][C:2]1[CH:15]=[CH:14][C:5]([O:6][C:7]2[CH:12]=[CH:11][CH:10]=[CH:9][C:8]=2[NH2:13])=[CH:4][CH:3]=1.[C:16]([N:23]1[CH2:28][CH2:27][C:26](=O)[CH2:25][CH2:24]1)([O:18][C:19]([CH3:22])([CH3:21])[CH3:20])=[O:17].C(O)(=O)C.C(O[BH-](OC(=O)C)OC(=O)C)(=O)C.[Na+]. Product: [C:19]([O:18][C:16]([N:23]1[CH2:28][CH2:27][CH:26]([NH:13][C:8]2[CH:9]=[CH:10][CH:11]=[CH:12][C:7]=2[O:6][C:5]2[CH:14]=[CH:15][C:2]([Cl:1])=[CH:3][CH:4]=2)[CH2:25][CH2:24]1)=[O:17])([CH3:22])([CH3:20])[CH3:21]. The catalyst class is: 26. (3) Reactant: [CH3:1][C:2]1[CH:9]=[CH:8][C:5]([CH:6]=[O:7])=[CH:4][CH:3]=1.[CH2:10]([Mg]Cl)[C:11]([CH3:14])([CH3:13])[CH3:12]. Product: [CH3:10][C:11]([CH3:14])([CH3:13])[CH2:12][CH:6]([C:5]1[CH:8]=[CH:9][C:2]([CH3:1])=[CH:3][CH:4]=1)[OH:7]. The catalyst class is: 625. (4) The catalyst class is: 10. Reactant: Br[C:2]1[CH:3]=[N:4][C:5]2[N:6]([CH:8]=[CH:9][N:10]=2)[CH:7]=1.[CH:11]1([NH2:17])[CH2:16][CH2:15][CH2:14][CH2:13][CH2:12]1.C(=O)([O-])[O-].[K+].[K+]. Product: [CH:11]1([NH:17][C:2]2[CH:3]=[N:4][C:5]3[N:6]([CH:8]=[CH:9][N:10]=3)[CH:7]=2)[CH2:16][CH2:15][CH2:14][CH2:13][CH2:12]1. (5) Reactant: [C:1]([C:4]1[CH:9]=[CH:8][C:7]([C:10](=[O:12])[CH3:11])=[CH:6][CH:5]=1)(=[O:3])[CH3:2].[BH4-].[Na+].C(OCC)(=O)C. Product: [OH:12][CH:10]([C:7]1[CH:8]=[CH:9][C:4]([C:1](=[O:3])[CH3:2])=[CH:5][CH:6]=1)[CH3:11]. The catalyst class is: 5. (6) Reactant: B1([O-])OO1.[OH2:5].O.O.O.[Na+].[N:10]1([C:19]2[CH:50]=[CH:49][C:22]([C:23]3[CH:28]=[CH:27][C:26]([CH2:29][S:30][CH2:31][C@H:32]([NH:36][C:37](=[O:48])[CH2:38][C:39]4[CH:44]=[CH:43][CH:42]=[C:41]([N+:45]([O-:47])=[O:46])[CH:40]=4)[C:33]([OH:35])=[O:34])=[CH:25][CH:24]=3)=[CH:21][CH:20]=2)[C:18]2[C:13](=[CH:14][CH:15]=[CH:16][CH:17]=2)[CH:12]=[CH:11]1. Product: [N:10]1([C:19]2[CH:20]=[CH:21][C:22]([C:23]3[CH:28]=[CH:27][C:26]([CH2:29][S:30]([CH2:31][C@H:32]([NH:36][C:37](=[O:48])[CH2:38][C:39]4[CH:44]=[CH:43][CH:42]=[C:41]([N+:45]([O-:47])=[O:46])[CH:40]=4)[C:33]([OH:35])=[O:34])=[O:5])=[CH:25][CH:24]=3)=[CH:49][CH:50]=2)[C:18]2[C:13](=[CH:14][CH:15]=[CH:16][CH:17]=2)[CH:12]=[CH:11]1. The catalyst class is: 342.